Dataset: Forward reaction prediction with 1.9M reactions from USPTO patents (1976-2016). Task: Predict the product of the given reaction. (1) The product is: [F:9][C:4]1[CH:3]=[C:2]([C:24]2([OH:27])[CH2:25][CH2:26][N:22]([C:15]([O:17][C:18]([CH3:20])([CH3:19])[CH3:21])=[O:16])[CH2:23]2)[CH:7]=[CH:6][C:5]=1[F:8]. Given the reactants Br[C:2]1[CH:7]=[CH:6][C:5]([F:8])=[C:4]([F:9])[CH:3]=1.C([Li])CCC.[C:15]([N:22]1[CH2:26][CH2:25][C:24](=[O:27])[CH2:23]1)([O:17][C:18]([CH3:21])([CH3:20])[CH3:19])=[O:16].C(=O)([O-])[O-].[Na+].[Na+], predict the reaction product. (2) Given the reactants [Br:1][C:2]1[C:11]2[C:6](=[CH:7][CH:8]=[CH:9][CH:10]=2)[CH:5]=[CH:4][C:3]=1/[CH:12]=[N:13]/[S:14]([C:16]([CH3:19])([CH3:18])[CH3:17])=[O:15].[CH3:20][Mg]Br.C(OCC)C, predict the reaction product. The product is: [Br:1][C:2]1[C:11]2[C:6](=[CH:7][CH:8]=[CH:9][CH:10]=2)[CH:5]=[CH:4][C:3]=1[CH:12]([NH:13][S:14]([C:16]([CH3:19])([CH3:18])[CH3:17])=[O:15])[CH3:20].